This data is from Reaction yield outcomes from USPTO patents with 853,638 reactions. The task is: Predict the reaction yield, written as a fraction of the theoretical maximum amount of product (1.0 means a 100% yield; for example, 0.34 means a 34% yield). (1) The reactants are Cl[C:2]1[N:3]=[C:4]([NH:21][C:22]2[CH:30]=[CH:29][CH:28]=[C:27]([F:31])[C:23]=2[C:24](N)=[O:25])[C:5]2[CH:10]=[CH:9][N:8]([S:11]([C:14]3[CH:19]=[CH:18][C:17]([CH3:20])=[CH:16][CH:15]=3)(=[O:13])=[O:12])[C:6]=2[N:7]=1.[CH3:32][N:33]([CH2:35][C:36]([N:38]1[C:47]2[C:42](=[CH:43][C:44]([O:49][CH3:50])=[C:45]([NH2:48])[CH:46]=2)[CH2:41][CH2:40][CH2:39]1)=[O:37])[CH3:34].Cl.O1CCOCC1. The catalyst is C(O)C(F)(F)F.C1COCC1.[I-].[K+]. The product is [CH3:32][N:33]([CH3:34])[CH2:35][C:36]([N:38]1[C:47]2[C:42](=[CH:43][C:44]([O:49][CH3:50])=[C:45]([NH:48][C:2]3[N:3]4[C:4](=[N:21][C:22]5[C:23]([C:24]4=[O:25])=[C:27]([F:31])[CH:28]=[CH:29][CH:30]=5)[C:5]4[CH:10]=[CH:9][N:8]([S:11]([C:14]5[CH:19]=[CH:18][C:17]([CH3:20])=[CH:16][CH:15]=5)(=[O:13])=[O:12])[C:6]=4[N:7]=3)[CH:46]=2)[CH2:41][CH2:40][CH2:39]1)=[O:37]. The yield is 0.680. (2) The reactants are [Cl:1][C:2]1[CH:8]=[C:7](I)[CH:6]=[CH:5][C:3]=1[NH2:4].[CH3:10][PH:11](=[O:13])[CH3:12].P([O-])([O-])([O-])=O.[K+].[K+].[K+]. The catalyst is CN(C=O)C.C([O-])(=O)C.[Pd+2].C([O-])(=O)C.CC1(C)C2C(=C(P(C3C=CC=CC=3)C3C=CC=CC=3)C=CC=2)OC2C(P(C3C=CC=CC=3)C3C=CC=CC=3)=CC=CC1=2. The product is [Cl:1][C:2]1[CH:8]=[C:7]([P:11]([CH3:12])([CH3:10])=[O:13])[CH:6]=[CH:5][C:3]=1[NH2:4]. The yield is 0.830. (3) The reactants are C([O-])(O)=[O:2].[Na+].[OH:6][CH2:7][C@@H:8]1[O:13][CH2:12][CH2:11][N:10]([C:14]([O:16][C:17]([CH3:20])([CH3:19])[CH3:18])=[O:15])[CH2:9]1.[Na+].[Br-].ClN1C(=O)N(Cl)C(=O)N(Cl)C1=O. The catalyst is CC(C)=O.CC1(C)N([O])C(C)(C)CCC1.CC(O)C. The product is [C:17]([O:16][C:14]([N:10]1[CH2:11][CH2:12][O:13][C@@H:8]([C:7]([OH:2])=[O:6])[CH2:9]1)=[O:15])([CH3:20])([CH3:19])[CH3:18]. The yield is 0.920. (4) The reactants are [N+:1]([C:4]1[CH:5]=[C:6]2[C:10](=[CH:11][CH:12]=1)[N:9]([C:13]1[CH:18]=[CH:17][N:16]=[CH:15][CH:14]=1)[CH:8]=[CH:7]2)([O-])=O. The catalyst is [Pd].C(OCC)(=O)C.CCO. The product is [N:16]1[CH:17]=[CH:18][C:13]([N:9]2[C:10]3[C:6](=[CH:5][C:4]([NH2:1])=[CH:12][CH:11]=3)[CH:7]=[CH:8]2)=[CH:14][CH:15]=1. The yield is 0.650. (5) The reactants are [CH2:1]([O:3][C:4](=[O:17])[CH:5]=[CH:6][CH2:7][C:8]1[CH:13]=[C:12]([F:14])[CH:11]=[CH:10][C:9]=1[O:15][CH3:16])[CH3:2]. The catalyst is C(O)C.[Pd]. The product is [CH2:1]([O:3][C:4](=[O:17])[CH2:5][CH2:6][CH2:7][C:8]1[CH:13]=[C:12]([F:14])[CH:11]=[CH:10][C:9]=1[O:15][CH3:16])[CH3:2]. The yield is 0.950. (6) The reactants are [OH:1][C:2]1[CH:9]=[CH:8][C:5]([CH:6]=[O:7])=[CH:4][CH:3]=1.C([O-])([O-])=O.[K+].[K+].Cl[CH2:17][C:18]1[N:27]([CH3:28])[C:26](=[O:29])[C:25]2[C:20](=[CH:21][CH:22]=[CH:23][CH:24]=2)[N:19]=1. The catalyst is CN(C=O)C.CCOC(C)=O. The product is [CH3:28][N:27]1[C:26](=[O:29])[C:25]2[C:20](=[CH:21][CH:22]=[CH:23][CH:24]=2)[N:19]=[C:18]1[CH2:17][O:1][C:2]1[CH:9]=[CH:8][C:5]([CH:6]=[O:7])=[CH:4][CH:3]=1. The yield is 0.720.